From a dataset of Forward reaction prediction with 1.9M reactions from USPTO patents (1976-2016). Predict the product of the given reaction. (1) Given the reactants CO[C:3](=[O:28])[C:4]1[CH:9]=[C:8]([C:10]2[N:11]([O:15][CH2:16][C:17]3[CH:22]=[CH:21][CH:20]=[CH:19][CH:18]=3)[N:12]=[CH:13][CH:14]=2)[C:7]([C:23]([F:26])([F:25])[F:24])=[CH:6][C:5]=1[NH2:27].CC[N:31]([CH2:34]C)CC.[CH3:36][S:37]([NH:40]N)(=[O:39])=[O:38].[OH-:42].[Na+], predict the reaction product. The product is: [CH2:16]([O:15][N:11]1[C:10]([C:8]2[CH:9]=[C:4]3[C:5](=[CH:6][C:7]=2[C:23]([F:24])([F:26])[F:25])[NH:27][C:34](=[O:42])[N:31]([NH:40][S:37]([CH3:36])(=[O:39])=[O:38])[C:3]3=[O:28])=[CH:14][CH:13]=[N:12]1)[C:17]1[CH:18]=[CH:19][CH:20]=[CH:21][CH:22]=1. (2) The product is: [C:33]([O:20][C@H:18]1[CH2:17][CH2:16][C@@:15]2([CH3:21])[C:14](=[CH:13][CH2:12][C@@H:6]3[C@@H:5]2[CH2:4][CH2:3][C@@:2]2([CH3:1])[C@H:7]3[CH2:8][CH2:9][C:10]2=[O:11])[CH2:19]1)(=[O:35])[CH3:34]. Given the reactants [CH3:1][C@@:2]12[C:10](=[O:11])[CH2:9][CH2:8][C@H:7]1[C@@H:6]1[CH2:12][CH:13]=[C:14]3[CH2:19][C@@H:18]([OH:20])[CH2:17][CH2:16][C@:15]3([CH3:21])[C@H:5]1[CH2:4][CH2:3]2.C1(C)C(S(O)(=O)=O)=CC=CC=1.[C:33](OC(=O)C)(=[O:35])[CH3:34].C(=O)(O)[O-].[Na+].C(O)[C@H]1O[C@H](O)[C@H](O)[C@@H](O)[C@@H]1O.C(O)[C@H]1O[C@](O)(CO)[C@@H](O)[C@@H]1O, predict the reaction product. (3) Given the reactants Br[C:2]1[CH:3]=[N:4][CH:5]=[C:6]([O:8][CH3:9])[CH:7]=1.[C:10]([C:12]1[CH:17]=[CH:16][CH:15]=[CH:14][N:13]=1)#[CH:11].C(N(CC)CC)C, predict the reaction product. The product is: [CH3:9][O:8][C:6]1[CH:5]=[N:4][CH:3]=[C:2]([C:11]#[C:10][C:12]2[CH:17]=[CH:16][CH:15]=[CH:14][N:13]=2)[CH:7]=1. (4) Given the reactants I[CH2:2][C@H:3]1[O:7][C:6](=[O:8])[N:5]([C:9]2[CH:14]=[CH:13][C:12]([N:15]3[CH2:20][CH2:19][O:18][CH2:17][C:16]3=[O:21])=[CH:11][CH:10]=2)[CH2:4]1.C(=O)([O-])[O-].[Cs+].[Cs+].[CH2:28]([NH:35][CH2:36][C:37]1[CH:42]=[CH:41][CH:40]=[CH:39][CH:38]=1)[C:29]1[CH:34]=[CH:33][CH:32]=[CH:31][CH:30]=1, predict the reaction product. The product is: [CH2:36]([N:35]([CH2:2][C@H:3]1[O:7][C:6](=[O:8])[N:5]([C:9]2[CH:14]=[CH:13][C:12]([N:15]3[CH2:20][CH2:19][O:18][CH2:17][C:16]3=[O:21])=[CH:11][CH:10]=2)[CH2:4]1)[CH2:28][C:29]1[CH:34]=[CH:33][CH:32]=[CH:31][CH:30]=1)[C:37]1[CH:42]=[CH:41][CH:40]=[CH:39][CH:38]=1. (5) Given the reactants [N+:1]([C:4]1[CH:5]=[C:6]([CH:10]=[CH:11][CH:12]=1)[CH2:7][CH2:8][OH:9])([O-:3])=[O:2].[C:13](OC(=O)C)(=[O:15])[CH3:14].O, predict the reaction product. The product is: [N+:1]([C:4]1[CH:5]=[C:6]([CH2:7][CH2:8][O:9][C:13](=[O:15])[CH3:14])[CH:10]=[CH:11][CH:12]=1)([O-:3])=[O:2]. (6) Given the reactants C([N:8]1[CH2:17][CH2:16][C:15]2[C:10](=[N:11][C:12]([NH:33][CH:34]([CH3:36])[CH3:35])=[C:13]([N:18]3[CH2:23][CH2:22][CH:21]([O:24][C:25]4[CH:30]=[CH:29][C:28]([F:31])=[CH:27][C:26]=4[F:32])[CH2:20][CH2:19]3)[N:14]=2)[CH2:9]1)C1C=CC=CC=1, predict the reaction product. The product is: [F:32][C:26]1[CH:27]=[C:28]([F:31])[CH:29]=[CH:30][C:25]=1[O:24][CH:21]1[CH2:20][CH2:19][N:18]([C:13]2[N:14]=[C:15]3[CH2:16][CH2:17][NH:8][CH2:9][C:10]3=[N:11][C:12]=2[NH:33][CH:34]([CH3:36])[CH3:35])[CH2:23][CH2:22]1. (7) Given the reactants [Br:1][C:2]1[CH:3]=[C:4]([O:11][CH3:12])[C:5]([OH:10])=[C:6]([CH:9]=1)[CH:7]=[O:8].C(=O)([O-])[O-].[K+].[K+].[CH3:19][Si:20]([CH3:27])([CH3:26])[CH2:21][CH2:22][O:23][CH2:24]Cl, predict the reaction product. The product is: [Br:1][C:2]1[CH:3]=[C:4]([O:11][CH3:12])[C:5]([O:10][CH2:24][O:23][CH2:22][CH2:21][Si:20]([CH3:27])([CH3:26])[CH3:19])=[C:6]([CH:9]=1)[CH:7]=[O:8]. (8) Given the reactants C[O:2][C:3]1[CH:4]=[C:5]2[C:10](=[CH:11][C:12]=1[O:13]C)[NH:9][C:8](=[O:15])[N:7]=[CH:6]2.C(OC(=O)C)(=O)C, predict the reaction product. The product is: [OH:2][C:3]1[CH:4]=[C:5]2[C:10](=[CH:11][C:12]=1[OH:13])[NH:9][C:8](=[O:15])[N:7]=[CH:6]2.